Dataset: Catalyst prediction with 721,799 reactions and 888 catalyst types from USPTO. Task: Predict which catalyst facilitates the given reaction. (1) Reactant: [N+:1]([C:4]1[CH:13]=[CH:12][CH:11]=[C:10]2[C:5]=1[CH:6]=[CH:7]O[C:9]2=[O:14])([O-:3])=[O:2].[CH2:15]([CH2:17][NH2:18])[OH:16].CCN(CC)CC. Product: [OH:16][CH2:15][CH2:17][N:18]1[CH:7]=[CH:6][C:5]2[C:10](=[CH:11][CH:12]=[CH:13][C:4]=2[N+:1]([O-:3])=[O:2])[C:9]1=[O:14]. The catalyst class is: 5. (2) Reactant: [CH:1]1([N:7]2[C:12](=[O:13])[CH2:11][C:10](=[O:14])[N:9]([CH2:15][CH2:16][CH2:17][CH2:18][CH2:19][C:20]([O:22]CC)=[O:21])[C:8]2=[O:25])[CH2:6][CH2:5][CH2:4][CH2:3][CH2:2]1.C(N(C(C)C)CC)(C)C.[N:35]([CH2:38][C:39]([O:41]CC)=[O:40])=[C:36]=[O:37]. Product: [C:39]([CH2:38][NH:35][C:36]([C:11]1[C:12](=[O:13])[N:7]([CH:1]2[CH2:2][CH2:3][CH2:4][CH2:5][CH2:6]2)[C:8](=[O:25])[N:9]([CH2:15][CH2:16][CH2:17][CH2:18][CH2:19][C:20]([OH:22])=[O:21])[C:10]=1[OH:14])=[O:37])([OH:41])=[O:40]. The catalyst class is: 22. (3) Reactant: [CH3:1][O:2][C:3](=[O:33])[C@@H:4]([NH:8][C:9](=O)[CH:10]([NH:13][C:14]([C:16]1[C:17]2[CH:24]=[N:23][N:22]([C:25]3[CH:30]=[CH:29][C:28]([F:31])=[CH:27][CH:26]=3)[C:18]=2[CH:19]=[N:20][CH:21]=1)=[O:15])[CH2:11][CH3:12])[C@H:5]([OH:7])[CH3:6].CC[N+](S(N=C(OC)[O-])(=O)=O)(CC)CC. Product: [CH3:1][O:2][C:3]([C@@H:4]1[C@H:5]([CH3:6])[O:7][C:9]([CH:10]([NH:13][C:14]([C:16]2[C:17]3[CH:24]=[N:23][N:22]([C:25]4[CH:26]=[CH:27][C:28]([F:31])=[CH:29][CH:30]=4)[C:18]=3[CH:19]=[N:20][CH:21]=2)=[O:15])[CH2:11][CH3:12])=[N:8]1)=[O:33]. The catalyst class is: 1.